This data is from Full USPTO retrosynthesis dataset with 1.9M reactions from patents (1976-2016). The task is: Predict the reactants needed to synthesize the given product. Given the product [Cl:31][C:27]1[CH:26]=[C:25]2[C:16]3([CH2:20][CH2:19][N:18]([C:21]([O:23][CH3:24])=[O:22])[CH2:17]3)[CH2:15][N:14]([C:12](=[O:13])[NH:11][C:9]3[S:10][C:6]([S:5][CH2:4][CH2:3][CH2:2][NH:1][C:33]([O:35][CH3:36])=[O:34])=[CH:7][N:8]=3)[C:30]2=[CH:29][CH:28]=1, predict the reactants needed to synthesize it. The reactants are: [NH2:1][CH2:2][CH2:3][CH2:4][S:5][C:6]1[S:10][C:9]([NH:11][C:12]([N:14]2[C:30]3[C:25](=[CH:26][C:27]([Cl:31])=[CH:28][CH:29]=3)[C:16]3([CH2:20][CH2:19][N:18]([C:21]([O:23][CH3:24])=[O:22])[CH2:17]3)[CH2:15]2)=[O:13])=[N:8][CH:7]=1.Cl[C:33]([O:35][CH3:36])=[O:34].